From a dataset of Catalyst prediction with 721,799 reactions and 888 catalyst types from USPTO. Predict which catalyst facilitates the given reaction. (1) Reactant: [CH3:1][C:2]1[N:7]=[C:6]2[NH:8][CH:9]=[CH:10][C:5]2=[CH:4][CH:3]=1.[Cl-].[Al+3].[Cl-].[Cl-].[C:15](Cl)(=[O:17])[CH3:16].C(=O)([O-])O.[Na+]. Product: [CH3:1][C:2]1[N:7]=[C:6]2[NH:8][CH:9]=[C:10]([C:15](=[O:17])[CH3:16])[C:5]2=[CH:4][CH:3]=1. The catalyst class is: 68. (2) Reactant: [CH3:1][C:2]([CH3:7])([CH3:6])[CH2:3][CH2:4][NH2:5].CC(C[AlH]CC(C)C)C.[C:17]([C:19]1[CH:24]=[CH:23][C:22]([CH2:25][C:26](OC)=[O:27])=[CH:21][CH:20]=1)#[N:18]. Product: [CH3:1][C:2]([CH3:7])([CH3:6])[CH2:3][CH2:4][NH:5][C:26]([CH2:25][C:22]1[CH:23]=[CH:24][C:19]([C:17]#[N:18])=[CH:20][CH:21]=1)=[O:27]. The catalyst class is: 49. (3) Reactant: [CH2:1]([O:8][C:9]([NH:11][CH2:12][CH2:13][CH2:14][C:15]([OH:17])=[O:16])=[O:10])[C:2]1[CH:7]=[CH:6][CH:5]=[CH:4][CH:3]=1.[C:18](O)([CH3:21])([CH3:20])[CH3:19].C1CCC(N=C=NC2CCCCC2)CC1. The catalyst class is: 64. Product: [CH2:1]([O:8][C:9]([NH:11][CH2:12][CH2:13][CH2:14][C:15]([O:17][C:18]([CH3:21])([CH3:20])[CH3:19])=[O:16])=[O:10])[C:2]1[CH:3]=[CH:4][CH:5]=[CH:6][CH:7]=1.